This data is from Forward reaction prediction with 1.9M reactions from USPTO patents (1976-2016). The task is: Predict the product of the given reaction. (1) The product is: [NH2:9][C:8]1[C:3]2[CH:4]=[N:5][N:6]([CH3:7])[C:2]=2[NH:1][C:20](=[O:21])[C:19]=1[C:11]1[NH:10][C:14]2[CH:15]=[CH:16][CH:17]=[CH:18][C:13]=2[N:12]=1. Given the reactants [NH2:1][C:2]1[N:6]([CH3:7])[N:5]=[CH:4][C:3]=1[C:8]#[N:9].[NH:10]1[C:14]2[CH:15]=[CH:16][CH:17]=[CH:18][C:13]=2[N:12]=[C:11]1[CH2:19][C:20](OCC)=[O:21].[Li+].C[Si]([N-][Si](C)(C)C)(C)C, predict the reaction product. (2) Given the reactants [Cl:1][C:2]1[CH:7]=[C:6]([CH2:8]O)[C:5]([I:10])=[CH:4][N:3]=1.[Br:11]CC1C(Cl)=NC(Cl)=C(F)C=1, predict the reaction product. The product is: [Br:11][CH2:8][C:6]1[C:5]([I:10])=[CH:4][N:3]=[C:2]([Cl:1])[CH:7]=1. (3) Given the reactants [Li][CH2:2][CH2:3][CH2:4][CH3:5].[CH3:6][C:7]1[CH:15]=[CH:14][C:13]([CH3:16])=[C:12]2[C:8]=1[CH:9]=[CH:10][CH2:11]2.O, predict the reaction product. The product is: [CH3:5][C:4]1[CH:11]=[CH:12][C:13]([CH3:16])=[C:2]2[C:3]=1[CH:2]=[CH:3][CH:4]2[C:5]1[CH:14]=[CH:15][CH:7]=[CH:8][C:9]=1[CH2:10][CH:11]1[C:12]2[C:8](=[C:7]([CH3:6])[CH:15]=[CH:14][C:13]=2[CH3:16])[CH:9]=[CH:10]1. (4) Given the reactants Cl.[NH2:2][C:3]1[C:12]([C:13]([OH:15])=O)=[CH:11][C:10]([Br:16])=[C:9]2[C:4]=1[CH:5]=[CH:6][N:7]=[CH:8]2.F[P-](F)(F)(F)(F)F.N1(O[P+](N(C)C)(N(C)C)N(C)C)C2C=CC=CC=2N=N1.[NH2:44][C@H:45]1[CH2:50][CH2:49][CH2:48][CH2:47][C@@H:46]1[OH:51].C(N(CC)CC)C, predict the reaction product. The product is: [NH2:2][C:3]1[C:12]([C:13]([NH:44][C@H:45]2[CH2:50][CH2:49][CH2:48][CH2:47][C@@H:46]2[OH:51])=[O:15])=[CH:11][C:10]([Br:16])=[C:9]2[C:4]=1[CH:5]=[CH:6][N:7]=[CH:8]2. (5) Given the reactants [NH2:1][C:2]1[CH:3]=[C:4]([CH:7]=[C:8]([O:11][C:12]([F:15])([F:14])[F:13])[C:9]=1[OH:10])[C:5]#[N:6].[F:16][C:17]([F:44])([F:43])[C:18]1[CH:23]=[CH:22][N:21]=[C:20]([N:24]2[CH2:29][CH2:28][CH:27]([CH2:30][NH:31][C:32]([C:34]3[CH:42]=[CH:41][C:37]([C:38](O)=O)=[CH:36][CH:35]=3)=[O:33])[CH2:26][CH2:25]2)[N:19]=1, predict the reaction product. The product is: [C:5]([C:4]1[CH:7]=[C:8]([O:11][C:12]([F:13])([F:14])[F:15])[C:9]2[O:10][C:38]([C:37]3[CH:36]=[CH:35][C:34]([C:32]([NH:31][CH2:30][CH:27]4[CH2:28][CH2:29][N:24]([C:20]5[N:19]=[C:18]([C:17]([F:43])([F:44])[F:16])[CH:23]=[CH:22][N:21]=5)[CH2:25][CH2:26]4)=[O:33])=[CH:42][CH:41]=3)=[N:1][C:2]=2[CH:3]=1)#[N:6]. (6) Given the reactants [Br:1][C:2]1[N:7]=[C:6]2[C:8]([CH3:36])=[C:9]([CH:11]([NH:18][C:19]3[CH:24]=[CH:23][C:22]([C:25]([N:27]([CH3:35])[CH2:28][CH2:29][C:30]([O:32]CC)=[O:31])=[O:26])=[CH:21][CH:20]=3)[CH:12]3[CH2:17][CH2:16][CH2:15][CH2:14][CH2:13]3)[O:10][C:5]2=[CH:4][CH:3]=1.O1CCCC1.[OH-].[Li+], predict the reaction product. The product is: [Br:1][C:2]1[N:7]=[C:6]2[C:8]([CH3:36])=[C:9]([CH:11]([NH:18][C:19]3[CH:20]=[CH:21][C:22]([C:25]([N:27]([CH3:35])[CH2:28][CH2:29][C:30]([OH:32])=[O:31])=[O:26])=[CH:23][CH:24]=3)[CH:12]3[CH2:13][CH2:14][CH2:15][CH2:16][CH2:17]3)[O:10][C:5]2=[CH:4][CH:3]=1. (7) Given the reactants [NH2:1][CH2:2][C@@H:3]1[CH2:6][C@H:5]([N:7]2[C:11]3[N:12]=[CH:13][N:14]=[C:15]([NH2:16])[C:10]=3[C:9]([C:17]3[CH:22]=[CH:21][CH:20]=[C:19]([O:23][CH2:24][C:25]4[CH:30]=[CH:29][CH:28]=[CH:27][CH:26]=4)[CH:18]=3)=[CH:8]2)[CH2:4]1.[C:31]([N:35]=[C:36]=[O:37])([CH3:34])([CH3:33])[CH3:32], predict the reaction product. The product is: [NH2:16][C:15]1[C:10]2[C:9]([C:17]3[CH:22]=[CH:21][CH:20]=[C:19]([O:23][CH2:24][C:25]4[CH:30]=[CH:29][CH:28]=[CH:27][CH:26]=4)[CH:18]=3)=[CH:8][N:7]([C@@H:5]3[CH2:4][C@H:3]([CH2:2][NH:1][C:36]([NH:35][C:31]([CH3:34])([CH3:33])[CH3:32])=[O:37])[CH2:6]3)[C:11]=2[N:12]=[CH:13][N:14]=1. (8) Given the reactants [CH2:1]([NH2:4])[CH:2]=[CH2:3].[CH2:5]([NH:8][C:9]1[C:10]2[S:18][CH:17]=[C:16]([CH3:19])[C:11]=2[N:12]=[C:13](Cl)[N:14]=1)[CH:6]=[CH2:7], predict the reaction product. The product is: [CH2:1]([NH:4][C:13]1[N:14]=[C:9]([NH:8][CH2:5][CH:6]=[CH2:7])[C:10]2[S:18][CH:17]=[C:16]([CH3:19])[C:11]=2[N:12]=1)[CH:2]=[CH2:3]. (9) Given the reactants C(O[CH:9]([O:16][NH:17][C@H:18]1[CH2:23][N:22]([C:24]([O:26][C:27]([CH3:30])([CH3:29])[CH3:28])=[O:25])[C@H:21]([C:31]([OH:33])=[O:32])[CH2:20][CH2:19]1)[C:10]1[CH:15]=[CH:14][CH:13]=[CH:12][CH:11]=1)C1C=CC=CC=1.[N:34]1[C:43]2[C:38](=[CH:39][CH:40]=[CH:41][C:42]=2O)[CH:37]=[CH:36][CH:35]=1.Cl.C(N=C=NCCCN(C)C)C, predict the reaction product. The product is: [CH2:9]([O:16][NH:17][C@H:18]1[CH2:23][N:22]([C:24]([O:26][C:27]([CH3:30])([CH3:29])[CH3:28])=[O:25])[C@H:21]([C:31]([O:33][C:42]2[CH:41]=[CH:40][CH:39]=[C:38]3[C:43]=2[N:34]=[CH:35][CH:36]=[CH:37]3)=[O:32])[CH2:20][CH2:19]1)[C:10]1[CH:11]=[CH:12][CH:13]=[CH:14][CH:15]=1. (10) Given the reactants [F:1][C:2]1[CH:7]=[CH:6][C:5]([C:8]([C:13]2[CH:14]=[N:15][C:16]([F:19])=[CH:17][CH:18]=2)([NH2:12])[C@@H:9]([NH2:11])[CH3:10])=[CH:4][CH:3]=1.[F:20][C:21]1[CH:26]=[CH:25][C:24](=[O:27])[NH:23][C:22]=1[C:28](O)=O, predict the reaction product. The product is: [F:20][C:21]1[CH:26]=[CH:25][C:24](=[O:27])[NH:23][C:22]=1[C:28]1[NH:11][C@@H:9]([CH3:10])[C@:8]([C:5]2[CH:4]=[CH:3][C:2]([F:1])=[CH:7][CH:6]=2)([C:13]2[CH:14]=[N:15][C:16]([F:19])=[CH:17][CH:18]=2)[N:12]=1.